Dataset: Catalyst prediction with 721,799 reactions and 888 catalyst types from USPTO. Task: Predict which catalyst facilitates the given reaction. (1) The catalyst class is: 47. Product: [OH:10][CH2:11][C@@H:12]1[C@@H:5]2[C@@H:6]([C@H:4]2[CH2:3][O:2][CH3:1])[C:7](=[O:21])[NH:8]1. Reactant: [CH3:1][O:2][CH2:3][C@@H:4]1[C@H:6]2[C:7](=[O:21])[N:8]3[C@@H:12]([C@@H:5]12)[CH2:11][O:10][C@@H]3C1C=CC(OC)=CC=1.C1(C)C=CC(S(O)(=O)=O)=CC=1. (2) The catalyst class is: 5. Reactant: [Cl:1][CH2:2][CH2:3][CH2:4][O:5][C:6]1[CH:11]=[CH:10][C:9]([C:12]2[S:13][C:14]([C:18]([O-:20])=[O:19])=[C:15]([CH3:17])[N:16]=2)=[CH:8][CH:7]=1.[OH-].[Na+]. Product: [Cl:1][CH2:2][CH2:3][CH2:4][O:5][C:6]1[CH:11]=[CH:10][C:9]([C:12]2[S:13][C:14]([C:18]([OH:20])=[O:19])=[C:15]([CH3:17])[N:16]=2)=[CH:8][CH:7]=1. (3) Reactant: [CH:1]1([CH:6]=[C:7]([C:18]2[NH:26][C:21]3=[N:22][CH:23]=[CH:24][CH:25]=[C:20]3[CH:19]=2)[C:8]2[CH:13]=[CH:12][C:11]([S:14]([CH3:17])(=[O:16])=[O:15])=[CH:10][N:9]=2)[CH2:5][CH2:4][CH2:3][CH2:2]1. Product: [CH:1]1([CH2:6][CH:7]([C:18]2[NH:26][C:21]3=[N:22][CH:23]=[CH:24][CH:25]=[C:20]3[CH:19]=2)[C:8]2[CH:13]=[CH:12][C:11]([S:14]([CH3:17])(=[O:16])=[O:15])=[CH:10][N:9]=2)[CH2:5][CH2:4][CH2:3][CH2:2]1. The catalyst class is: 43. (4) Reactant: [NH:1]1[C:5]2[CH2:6][N:7]([C:10]([O:12][C:13]([CH3:16])([CH3:15])[CH3:14])=[O:11])[CH2:8][CH2:9][C:4]=2[CH:3]=[C:2]1[C:17]([O:19][CH2:20][CH3:21])=[O:18].[H-].[Na+].[CH3:24]I. Product: [CH3:24][N:1]1[C:5]2[CH2:6][N:7]([C:10]([O:12][C:13]([CH3:16])([CH3:15])[CH3:14])=[O:11])[CH2:8][CH2:9][C:4]=2[CH:3]=[C:2]1[C:17]([O:19][CH2:20][CH3:21])=[O:18]. The catalyst class is: 1. (5) Reactant: [CH3:1][C:2]1[CH:3]=[C:4]([CH2:11][CH:12]([C:17]2[CH:22]=[CH:21][CH:20]=[CH:19][N:18]=2)[CH2:13][C:14](O)=[O:15])[CH:5]=[C:6]2[C:10]=1[NH:9][N:8]=[CH:7]2.N1([C:29]2[C:38]3[C:33](=[CH:34][CH:35]=[CH:36][CH:37]=3)[NH:32][C:31](=[O:39])[N:30]=2)CCCCC1.C(N(CC)CC)C.CCOP(ON1N=[N:65][C:60]2C=[CH:62][CH:63]=[CH:64][C:59]=2C1=O)(OCC)=O. Product: [CH3:1][C:2]1[CH:3]=[C:4]([CH2:11][CH:12]([C:17]2[CH:22]=[CH:21][CH:20]=[CH:19][N:18]=2)[CH2:13][C:14]([N:65]2[CH2:62][CH2:63][CH:64]([N:30]3[CH2:29][C:38]4[C:33](=[CH:34][CH:35]=[CH:36][CH:37]=4)[NH:32][C:31]3=[O:39])[CH2:59][CH2:60]2)=[O:15])[CH:5]=[C:6]2[C:10]=1[NH:9][N:8]=[CH:7]2. The catalyst class is: 124. (6) Reactant: Cl[CH2:2][C:3]1[CH:8]=[C:7]([C:9]2[CH:14]=[CH:13][N:12]=[C:11]([NH:15][C:16]3[CH:21]=[CH:20][CH:19]=[C:18]([Cl:22])[CH:17]=3)[N:10]=2)[CH:6]=[CH:5][N:4]=1.[NH:23]1[CH2:28][CH2:27][CH2:26][CH2:25][CH2:24]1.C(=O)([O-])[O-].[K+].[K+].O. Product: [Cl:22][C:18]1[CH:17]=[C:16]([NH:15][C:11]2[N:10]=[C:9]([C:7]3[CH:6]=[CH:5][N:4]=[C:3]([CH2:2][N:23]4[CH2:28][CH2:27][CH2:26][CH2:25][CH2:24]4)[CH:8]=3)[CH:14]=[CH:13][N:12]=2)[CH:21]=[CH:20][CH:19]=1. The catalyst class is: 10. (7) Reactant: [F:1][C:2]1[CH:7]=[CH:6][C:5]([F:8])=[CH:4][C:3]=1[CH:9]1[CH2:13][CH2:12][CH2:11][N:10]1[C:14]1[CH:19]=[CH:18][N:17]2[N:20]=[CH:21][C:22]([C:23]([NH:25][NH:26][C:27](=[O:30])[CH2:28][CH3:29])=O)=[C:16]2[N:15]=1.N1C=CC=CC=1.S(OS(C(F)(F)F)(=O)=O)(C(F)(F)F)(=O)=O. Product: [F:1][C:2]1[CH:7]=[CH:6][C:5]([F:8])=[CH:4][C:3]=1[CH:9]1[CH2:13][CH2:12][CH2:11][N:10]1[C:14]1[CH:19]=[CH:18][N:17]2[N:20]=[CH:21][C:22]([C:23]3[O:30][C:27]([CH2:28][CH3:29])=[N:26][N:25]=3)=[C:16]2[N:15]=1. The catalyst class is: 2. (8) Reactant: [F:1][C:2]1[CH:3]=[CH:4][C:5]([O:19][CH2:20][C:21](O)=[O:22])=[C:6]([C:8]2[CH:13]=[CH:12][CH:11]=[CH:10][C:9]=2[O:14][C:15]([F:18])([F:17])[F:16])[CH:7]=1.[CH:24]([NH:27][NH:28][C:29]([C:31]1[O:32][CH:33]=[CH:34][CH:35]=1)=[O:30])([CH3:26])[CH3:25].C(NC(C)C)(C)C.C1CN([P+](Br)(N2CCCC2)N2CCCC2)CC1.F[P-](F)(F)(F)(F)F. The catalyst class is: 3. Product: [F:1][C:2]1[CH:3]=[CH:4][C:5]([O:19][CH2:20][C:21]([N:27]([CH:24]([CH3:26])[CH3:25])[NH:28][C:29]([C:31]2[O:32][CH:33]=[CH:34][CH:35]=2)=[O:30])=[O:22])=[C:6]([C:8]2[CH:13]=[CH:12][CH:11]=[CH:10][C:9]=2[O:14][C:15]([F:16])([F:17])[F:18])[CH:7]=1. (9) Reactant: [CH3:1]/[C:2](/[NH2:6])=[CH:3]\[C:4]#[N:5].[Cl:7][C:8]1[CH:9]=[C:10]([CH:12]=[CH:13][CH:14]=1)N.C(O)(=O)C. Product: [Cl:7][C:8]1[CH:14]=[C:13]([NH:6][C:2]([CH3:1])=[CH:3][C:4]#[N:5])[CH:12]=[CH:10][CH:9]=1. The catalyst class is: 6.